This data is from Reaction yield outcomes from USPTO patents with 853,638 reactions. The task is: Predict the reaction yield, written as a fraction of the theoretical maximum amount of product (1.0 means a 100% yield; for example, 0.34 means a 34% yield). The reactants are C(O)(C(F)(F)F)=O.[Br:8][C:9]1[CH:36]=[CH:35][C:12]([CH2:13][N:14]2[CH:22]=[C:21]3[C:16]([N:17](CC4C=CC(OC)=CC=4)[C:18](=[O:25])[N:19]([CH3:24])[C:20]3=[O:23])=[N:15]2)=[CH:11][CH:10]=1.C(S(O)(=O)=O)(F)(F)F. The catalyst is C(Cl)Cl. The product is [Br:8][C:9]1[CH:36]=[CH:35][C:12]([CH2:13][N:14]2[CH:22]=[C:21]3[C:16]([NH:17][C:18](=[O:25])[N:19]([CH3:24])[C:20]3=[O:23])=[N:15]2)=[CH:11][CH:10]=1. The yield is 0.960.